This data is from Reaction yield outcomes from USPTO patents with 853,638 reactions. The task is: Predict the reaction yield, written as a fraction of the theoretical maximum amount of product (1.0 means a 100% yield; for example, 0.34 means a 34% yield). (1) The reactants are [S:1]1[CH:5]=[CH:4][CH:3]=[C:2]1[C:6](Cl)=[O:7].[CH3:9][N:10]1[C:19]2[C:14](=[CH:15][C:16]([CH3:20])=[CH:17][CH:18]=2)[C:13]([N:21]2[CH2:26][CH2:25][NH:24][CH2:23][CH2:22]2)=[C:12]([C:27]#[N:28])[C:11]1=[O:29]. The catalyst is N1C=CC=CC=1. The product is [CH3:9][N:10]1[C:19]2[C:14](=[CH:15][C:16]([CH3:20])=[CH:17][CH:18]=2)[C:13]([N:21]2[CH2:26][CH2:25][N:24]([C:6]([C:2]3[S:1][CH:5]=[CH:4][CH:3]=3)=[O:7])[CH2:23][CH2:22]2)=[C:12]([C:27]#[N:28])[C:11]1=[O:29]. The yield is 0.700. (2) The reactants are [NH2:1][C:2]1[CH:3]=[C:4]([NH:16][S:17]([C:20]2[CH:25]=[CH:24][CH:23]=[CH:22][CH:21]=2)(=[O:19])=[O:18])[CH:5]=[CH:6][C:7]=1[NH:8][CH2:9][CH:10]1[CH2:15][CH2:14][CH2:13][CH2:12][CH2:11]1.[CH3:26][C:27]([CH3:33])([CH2:31][CH3:32])[C:28](O)=O.C(N(C(C)C)CC)(C)C.CN(C(ON1N=NC2C=CC=NC1=2)=[N+](C)C)C.F[P-](F)(F)(F)(F)F. The catalyst is CN(C=O)C. The product is [CH:10]1([CH2:9][N:8]2[C:7]3[CH:6]=[CH:5][C:4]([NH:16][S:17]([C:20]4[CH:21]=[CH:22][CH:23]=[CH:24][CH:25]=4)(=[O:19])=[O:18])=[CH:3][C:2]=3[N:1]=[C:26]2[C:27]([CH3:33])([CH3:28])[CH2:31][CH3:32])[CH2:11][CH2:12][CH2:13][CH2:14][CH2:15]1. The yield is 0.140. (3) The reactants are Cl[C:2]1[CH:7]=[CH:6][C:5]([C:8]2[O:9][C:10]([C:13]3[C:14]([C:19]4[CH:24]=[CH:23][CH:22]=[CH:21][CH:20]=4)=[N:15][O:16][C:17]=3[CH3:18])=[N:11][N:12]=2)=[CH:4][N:3]=1.[OH:25][CH:26]1[CH2:31][CH2:30][NH:29][CH2:28][CH2:27]1. No catalyst specified. The product is [CH3:18][C:17]1[O:16][N:15]=[C:14]([C:19]2[CH:24]=[CH:23][CH:22]=[CH:21][CH:20]=2)[C:13]=1[C:10]1[O:9][C:8]([C:5]2[CH:6]=[CH:7][C:2]([N:29]3[CH2:30][CH2:31][CH:26]([OH:25])[CH2:27][CH2:28]3)=[N:3][CH:4]=2)=[N:12][N:11]=1. The yield is 0.0700. (4) The product is [Br:1][C:2]1[CH:28]=[CH:27][C:5]([O:6][C:7]2[C:8]3[CH:24]=[CH:23][C:22]([O:25][CH3:26])=[CH:21][C:9]=3[S:10][C:11]=2[C:12]2[CH:13]=[CH:14][C:15]([O:18][CH3:19])=[CH:16][CH:17]=2)=[CH:4][CH:3]=1. The yield is 0.910. The reactants are [Br:1][C:2]1[CH:28]=[CH:27][C:5]([O:6][C:7]2[C:8]3[CH:24]=[CH:23][C:22]([O:25][CH3:26])=[CH:21][C:9]=3[S:10](=O)[C:11]=2[C:12]2[CH:17]=[CH:16][C:15]([O:18][CH3:19])=[CH:14][CH:13]=2)=[CH:4][CH:3]=1.[H-].[H-].[H-].[H-].[Li+].[Al+3].OS([O-])(=O)=O.[Na+]. The catalyst is C1COCC1. (5) The product is [CH:38]1([C:36]2[CH:11]([C:10]3[CH:13]=[C:14]([N+:17]([O-:19])=[O:18])[C:15]([OH:16])=[C:8]([O:7][CH2:5][CH3:6])[CH:9]=3)[NH:1][C:2](=[O:3])[NH:4][C:35]=2[C:29]2[CH:30]=[CH:31][CH:32]=[CH:33][CH:34]=2)[CH2:43][CH2:42][CH2:41][CH2:40][CH2:39]1. The reactants are [NH2:1][C:2]([NH2:4])=[O:3].[CH2:5]([O:7][C:8]1[CH:9]=[C:10]([CH:13]=[C:14]([N+:17]([O-:19])=[O:18])[C:15]=1[OH:16])[CH:11]=O)[CH3:6].B(F)(F)F.CCOCC.[CH:29]1([CH2:35][C:36]([C:38]2[CH:43]=[CH:42][CH:41]=[CH:40][CH:39]=2)=O)[CH2:34][CH2:33][CH2:32][CH2:31][CH2:30]1. The yield is 0.0900. The catalyst is C1COCC1.Cl[Cu].CC(O)=O. (6) The reactants are CS(O)(=O)=O.NC[C:8]1[CH:9]=[C:10]2[C:14](=[CH:15][CH:16]=1)[C:13](=[O:17])[N:12](C1CCC(=O)NC1=O)C2.ClC1C=CC=CC=1C(Cl)=O.Cl. The catalyst is C(#N)C. The product is [C:13]([NH2:12])(=[O:17])[C:14]1[CH:15]=[CH:16][CH:8]=[CH:9][CH:10]=1. The yield is 0.590.